Dataset: NCI-60 drug combinations with 297,098 pairs across 59 cell lines. Task: Regression. Given two drug SMILES strings and cell line genomic features, predict the synergy score measuring deviation from expected non-interaction effect. (1) Drug 1: C1CC(=O)NC(=O)C1N2CC3=C(C2=O)C=CC=C3N. Drug 2: CN(CCCl)CCCl.Cl. Cell line: OVCAR3. Synergy scores: CSS=7.25, Synergy_ZIP=-2.83, Synergy_Bliss=-1.96, Synergy_Loewe=-8.92, Synergy_HSA=-3.16. (2) Cell line: HOP-92. Synergy scores: CSS=39.4, Synergy_ZIP=-5.13, Synergy_Bliss=1.58, Synergy_Loewe=-17.7, Synergy_HSA=2.82. Drug 2: CC1=C(C=C(C=C1)NC(=O)C2=CC=C(C=C2)CN3CCN(CC3)C)NC4=NC=CC(=N4)C5=CN=CC=C5. Drug 1: CCC1=CC2CC(C3=C(CN(C2)C1)C4=CC=CC=C4N3)(C5=C(C=C6C(=C5)C78CCN9C7C(C=CC9)(C(C(C8N6C)(C(=O)OC)O)OC(=O)C)CC)OC)C(=O)OC.C(C(C(=O)O)O)(C(=O)O)O. (3) Drug 1: C1CN1P(=S)(N2CC2)N3CC3. Drug 2: CC12CCC3C(C1CCC2OP(=O)(O)O)CCC4=C3C=CC(=C4)OC(=O)N(CCCl)CCCl.[Na+]. Cell line: SF-295. Synergy scores: CSS=15.6, Synergy_ZIP=-6.47, Synergy_Bliss=-3.86, Synergy_Loewe=-10.3, Synergy_HSA=-1.90. (4) Drug 1: CCC1=CC2CC(C3=C(CN(C2)C1)C4=CC=CC=C4N3)(C5=C(C=C6C(=C5)C78CCN9C7C(C=CC9)(C(C(C8N6C)(C(=O)OC)O)OC(=O)C)CC)OC)C(=O)OC.C(C(C(=O)O)O)(C(=O)O)O. Drug 2: C1C(C(OC1N2C=C(C(=O)NC2=O)F)CO)O. Cell line: TK-10. Synergy scores: CSS=58.7, Synergy_ZIP=4.03, Synergy_Bliss=3.46, Synergy_Loewe=0.195, Synergy_HSA=7.64. (5) Cell line: HOP-62. Drug 1: C(=O)(N)NO. Synergy scores: CSS=-25.4, Synergy_ZIP=21.1, Synergy_Bliss=23.5, Synergy_Loewe=-5.61, Synergy_HSA=-6.34. Drug 2: C1=CC=C(C(=C1)C(C2=CC=C(C=C2)Cl)C(Cl)Cl)Cl. (6) Drug 1: C1=CC(=C2C(=C1NCCNCCO)C(=O)C3=C(C=CC(=C3C2=O)O)O)NCCNCCO. Drug 2: CS(=O)(=O)CCNCC1=CC=C(O1)C2=CC3=C(C=C2)N=CN=C3NC4=CC(=C(C=C4)OCC5=CC(=CC=C5)F)Cl. Cell line: UO-31. Synergy scores: CSS=33.3, Synergy_ZIP=-7.47, Synergy_Bliss=-1.06, Synergy_Loewe=-0.967, Synergy_HSA=2.45. (7) Drug 1: CS(=O)(=O)CCNCC1=CC=C(O1)C2=CC3=C(C=C2)N=CN=C3NC4=CC(=C(C=C4)OCC5=CC(=CC=C5)F)Cl. Drug 2: CCC1(C2=C(COC1=O)C(=O)N3CC4=CC5=C(C=CC(=C5CN(C)C)O)N=C4C3=C2)O.Cl. Cell line: OVCAR-4. Synergy scores: CSS=2.04, Synergy_ZIP=-0.796, Synergy_Bliss=1.40, Synergy_Loewe=-6.89, Synergy_HSA=0.457. (8) Drug 1: C1=CC(=CC=C1CCC2=CNC3=C2C(=O)NC(=N3)N)C(=O)NC(CCC(=O)O)C(=O)O. Drug 2: CCC1(CC2CC(C3=C(CCN(C2)C1)C4=CC=CC=C4N3)(C5=C(C=C6C(=C5)C78CCN9C7C(C=CC9)(C(C(C8N6C=O)(C(=O)OC)O)OC(=O)C)CC)OC)C(=O)OC)O.OS(=O)(=O)O. Cell line: U251. Synergy scores: CSS=53.6, Synergy_ZIP=0.109, Synergy_Bliss=-0.206, Synergy_Loewe=3.41, Synergy_HSA=4.16. (9) Drug 1: CCN(CC)CCNC(=O)C1=C(NC(=C1C)C=C2C3=C(C=CC(=C3)F)NC2=O)C. Drug 2: C1CC(C1)(C2=CC=C(C=C2)C3=C(C=C4C(=N3)C=CN5C4=NNC5=O)C6=CC=CC=C6)N. Cell line: HCT116. Synergy scores: CSS=74.8, Synergy_ZIP=12.9, Synergy_Bliss=12.4, Synergy_Loewe=11.3, Synergy_HSA=14.1. (10) Drug 1: CC1=C(C=C(C=C1)NC2=NC=CC(=N2)N(C)C3=CC4=NN(C(=C4C=C3)C)C)S(=O)(=O)N.Cl. Drug 2: CC12CCC3C(C1CCC2=O)CC(=C)C4=CC(=O)C=CC34C. Cell line: SF-539. Synergy scores: CSS=34.8, Synergy_ZIP=-3.03, Synergy_Bliss=-2.29, Synergy_Loewe=-0.768, Synergy_HSA=-0.123.